Dataset: Forward reaction prediction with 1.9M reactions from USPTO patents (1976-2016). Task: Predict the product of the given reaction. (1) Given the reactants [Cl:1][C:2]1[CH:7]=[CH:6][N:5]=[C:4]2[CH:8]=[C:9]([Sn](CCCC)(CCCC)CCCC)[S:10][C:3]=12.ClC1C=CN=C2C=C(C3SC=CN=3)SC=12.Br[C:40]1[N:41]=[CH:42][N:43]([CH3:45])[CH:44]=1, predict the reaction product. The product is: [Cl:1][C:2]1[CH:7]=[CH:6][N:5]=[C:4]2[CH:8]=[C:9]([C:40]3[N:41]=[CH:42][N:43]([CH3:45])[CH:44]=3)[S:10][C:3]=12. (2) Given the reactants [F:1][C:2]1[CH:3]=[C:4]([C:14]2[CH:15]=[C:16]3[C:22]([C:23]4[CH:24]=[N:25][N:26]([CH2:28][C:29]5[CH:34]=[CH:33][CH:32]=[C:31]([F:35])[CH:30]=5)[CH:27]=4)=[CH:21][N:20]([S:36]([C:39]4[CH:45]=[CH:44][C:42]([CH3:43])=[CH:41][CH:40]=4)(=[O:38])=[O:37])[C:17]3=[N:18][CH:19]=2)[CH:5]=[N:6][C:7]=1[N:8]1[CH2:13][CH2:12][NH:11][CH2:10][CH2:9]1.[CH3:46][C@H:47]1[CH2:49][O:48]1.CCN(C(C)C)C(C)C, predict the reaction product. The product is: [F:1][C:2]1[C:7]([N:8]2[CH2:13][CH2:12][N:11]([CH2:46][C@@H:47]([OH:48])[CH3:49])[CH2:10][CH2:9]2)=[N:6][CH:5]=[C:4]([C:14]2[CH:15]=[C:16]3[C:22]([C:23]4[CH:24]=[N:25][N:26]([CH2:28][C:29]5[CH:34]=[CH:33][CH:32]=[C:31]([F:35])[CH:30]=5)[CH:27]=4)=[CH:21][N:20]([S:36]([C:39]4[CH:45]=[CH:44][C:42]([CH3:43])=[CH:41][CH:40]=4)(=[O:37])=[O:38])[C:17]3=[N:18][CH:19]=2)[CH:3]=1. (3) Given the reactants [F:1][C:2]1[CH:7]=[C:6]([F:8])[CH:5]=[CH:4][C:3]=1[C:9]1[N:10]=[C:11]2[N:15]([C:16]=1[C:17]1[CH:18]=[N:19][C:20](S(C)=O)=[N:21][CH:22]=1)[CH:14]=[CH:13][O:12]2.[NH2:26][NH2:27], predict the reaction product. The product is: [F:1][C:2]1[CH:7]=[C:6]([F:8])[CH:5]=[CH:4][C:3]=1[C:9]1[N:10]=[C:11]2[N:15]([C:16]=1[C:17]1[CH:18]=[N:19][C:20]([NH:26][NH2:27])=[N:21][CH:22]=1)[CH:14]=[CH:13][O:12]2. (4) Given the reactants [CH3:1][NH:2][S:3]([CH2:6][CH2:7][C:8]1[CH:9]=[C:10]2[C:14](=[CH:15][CH:16]=1)[N:13]([CH2:17][C:18]1[CH:23]=[CH:22][CH:21]=[CH:20][CH:19]=1)[CH:12]=[CH:11]2)(=[O:5])=[O:4].[CH3:24][N:25]1[CH2:30][CH2:29][C:28](=O)[CH2:27][CH2:26]1.[OH-].[K+].O, predict the reaction product. The product is: [CH3:1][NH:2][S:3]([CH2:6][CH2:7][C:8]1[CH:9]=[C:10]2[C:14](=[CH:15][CH:16]=1)[N:13]([CH2:17][C:18]1[CH:23]=[CH:22][CH:21]=[CH:20][CH:19]=1)[CH:12]=[C:11]2[C:28]1[CH2:29][CH2:30][N:25]([CH3:24])[CH2:26][CH:27]=1)(=[O:5])=[O:4]. (5) Given the reactants [NH2:1][C:2]1[CH:7]=[CH:6][C:5]([CH2:8][C:9]([OH:11])=[O:10])=[CH:4][CH:3]=1.[C:12]1([CH3:21])[C:13]([N:18]=[C:19]=[O:20])=[CH:14][CH:15]=[CH:16][CH:17]=1.CCOC(C)=O, predict the reaction product. The product is: [CH3:21][C:12]1[CH:17]=[CH:16][CH:15]=[CH:14][C:13]=1[NH:18][C:19]([NH:1][C:2]1[CH:3]=[CH:4][C:5]([CH2:8][C:9]([OH:11])=[O:10])=[CH:6][CH:7]=1)=[O:20]. (6) The product is: [NH2:18][C:16]1[NH:15][N:14]=[C:13]([NH:12][C:5]2[CH:6]=[C:7]([C:8]([F:11])([F:10])[F:9])[C:2]([C:52]3[CH:53]=[CH:54][C:49]([O:48][CH3:47])=[C:50]([S:64]([N:67]4[CH2:68][CH2:69][N:70]([C:73]([O:75][C:76]([CH3:79])([CH3:78])[CH3:77])=[O:74])[CH2:71][CH2:72]4)(=[O:66])=[O:65])[CH:51]=3)=[C:3]([Cl:19])[CH:4]=2)[N:17]=1. Given the reactants Br[C:2]1[C:7]([C:8]([F:11])([F:10])[F:9])=[CH:6][C:5]([NH:12][C:13]2[N:17]=[C:16]([NH2:18])[NH:15][N:14]=2)=[CH:4][C:3]=1[Cl:19].CN1C(C)(C)CC(SC2C=CC(B3OC(C)(C)C(C)(C)O3)=CC=2)CC1(C)C.[CH3:47][O:48][C:49]1[CH:54]=[CH:53][C:52](B2OC(C)(C)C(C)(C)O2)=[CH:51][C:50]=1[S:64]([N:67]1[CH2:72][CH2:71][N:70]([C:73]([O:75][C:76]([CH3:79])([CH3:78])[CH3:77])=[O:74])[CH2:69][CH2:68]1)(=[O:66])=[O:65].C([O-])([O-])=O.[K+].[K+], predict the reaction product. (7) Given the reactants [Cl-].[O:2]1[C:7]2[CH:8]=[CH:9][C:10]([NH2+:12][C:13]3[O:14][C:15]([C:18]4[CH:23]=[CH:22][CH:21]=[CH:20][C:19]=4[OH:24])=[CH:16][N:17]=3)=[CH:11][C:6]=2[O:5][CH2:4][CH2:3]1.Br.Br[CH2:27][C:28]1[CH:33]=[CH:32][N:31]=[CH:30][CH:29]=1.C([O-])([O-])=O.[K+].[K+], predict the reaction product. The product is: [O:2]1[C:7]2[CH:8]=[CH:9][C:10]([NH:12][C:13]3[O:14][C:15]([C:18]4[CH:23]=[CH:22][CH:21]=[CH:20][C:19]=4[O:24][CH2:27][C:28]4[CH:33]=[CH:32][N:31]=[CH:30][CH:29]=4)=[CH:16][N:17]=3)=[CH:11][C:6]=2[O:5][CH2:4][CH2:3]1. (8) Given the reactants [O:1]1[CH2:3][C@@H:2]1[CH2:4][O:5][C:6]1[CH:7]=[C:8]([C:12]2[CH:13]=[CH:14][CH:15]=[C:16]3[C:21]=2[N:20]=[CH:19][CH:18]=[CH:17]3)[CH:9]=[CH:10][CH:11]=1.[CH2:22]1[C:31]2[C:26](=[CH:27][CH:28]=[CH:29][CH:30]=2)[CH2:25][CH2:24][NH:23]1, predict the reaction product. The product is: [CH2:22]1[C:31]2[C:26](=[CH:27][CH:28]=[CH:29][CH:30]=2)[CH2:25][CH2:24][N:23]1[CH2:3][C@@H:2]([OH:1])[CH2:4][O:5][C:6]1[CH:11]=[CH:10][CH:9]=[C:8]([C:12]2[CH:13]=[CH:14][CH:15]=[C:16]3[C:21]=2[N:20]=[CH:19][CH:18]=[CH:17]3)[CH:7]=1.